From a dataset of NCI-60 drug combinations with 297,098 pairs across 59 cell lines. Regression. Given two drug SMILES strings and cell line genomic features, predict the synergy score measuring deviation from expected non-interaction effect. (1) Drug 1: CC1=C(C(CCC1)(C)C)C=CC(=CC=CC(=CC(=O)O)C)C. Drug 2: CC1CCCC2(C(O2)CC(NC(=O)CC(C(C(=O)C(C1O)C)(C)C)O)C(=CC3=CSC(=N3)C)C)C. Cell line: HS 578T. Synergy scores: CSS=66.8, Synergy_ZIP=4.35, Synergy_Bliss=3.08, Synergy_Loewe=-8.43, Synergy_HSA=5.05. (2) Drug 1: CCC1=C2CN3C(=CC4=C(C3=O)COC(=O)C4(CC)O)C2=NC5=C1C=C(C=C5)O. Drug 2: COC1=C2C(=CC3=C1OC=C3)C=CC(=O)O2. Cell line: CCRF-CEM. Synergy scores: CSS=72.5, Synergy_ZIP=-3.13, Synergy_Bliss=-2.48, Synergy_Loewe=-53.9, Synergy_HSA=-3.23. (3) Drug 1: CC=C1C(=O)NC(C(=O)OC2CC(=O)NC(C(=O)NC(CSSCCC=C2)C(=O)N1)C(C)C)C(C)C. Drug 2: CC12CCC3C(C1CCC2O)C(CC4=C3C=CC(=C4)O)CCCCCCCCCS(=O)CCCC(C(F)(F)F)(F)F. Cell line: HCC-2998. Synergy scores: CSS=39.4, Synergy_ZIP=-0.398, Synergy_Bliss=3.58, Synergy_Loewe=-78.8, Synergy_HSA=3.26. (4) Drug 1: CNC(=O)C1=NC=CC(=C1)OC2=CC=C(C=C2)NC(=O)NC3=CC(=C(C=C3)Cl)C(F)(F)F. Drug 2: CN(C(=O)NC(C=O)C(C(C(CO)O)O)O)N=O. Cell line: HCT116. Synergy scores: CSS=6.25, Synergy_ZIP=-1.36, Synergy_Bliss=-0.466, Synergy_Loewe=-4.01, Synergy_HSA=-2.86. (5) Drug 1: CCCCCOC(=O)NC1=NC(=O)N(C=C1F)C2C(C(C(O2)C)O)O. Drug 2: CCN(CC)CCCC(C)NC1=C2C=C(C=CC2=NC3=C1C=CC(=C3)Cl)OC. Cell line: CAKI-1. Synergy scores: CSS=6.83, Synergy_ZIP=4.03, Synergy_Bliss=8.48, Synergy_Loewe=-7.51, Synergy_HSA=2.25. (6) Synergy scores: CSS=20.3, Synergy_ZIP=-3.72, Synergy_Bliss=0.248, Synergy_Loewe=-4.39, Synergy_HSA=1.10. Cell line: MDA-MB-231. Drug 1: CCC(=C(C1=CC=CC=C1)C2=CC=C(C=C2)OCCN(C)C)C3=CC=CC=C3.C(C(=O)O)C(CC(=O)O)(C(=O)O)O. Drug 2: CC1=C(C(=CC=C1)Cl)NC(=O)C2=CN=C(S2)NC3=CC(=NC(=N3)C)N4CCN(CC4)CCO. (7) Drug 1: CC1=C(C=C(C=C1)NC(=O)C2=CC=C(C=C2)CN3CCN(CC3)C)NC4=NC=CC(=N4)C5=CN=CC=C5. Drug 2: CCN(CC)CCCC(C)NC1=C2C=C(C=CC2=NC3=C1C=CC(=C3)Cl)OC. Cell line: HOP-92. Synergy scores: CSS=31.1, Synergy_ZIP=-9.93, Synergy_Bliss=-2.91, Synergy_Loewe=-15.3, Synergy_HSA=-0.567. (8) Drug 1: CC1=C(C=C(C=C1)NC2=NC=CC(=N2)N(C)C3=CC4=NN(C(=C4C=C3)C)C)S(=O)(=O)N.Cl. Drug 2: CC1CCCC2(C(O2)CC(NC(=O)CC(C(C(=O)C(C1O)C)(C)C)O)C(=CC3=CSC(=N3)C)C)C. Cell line: OVCAR3. Synergy scores: CSS=-4.72, Synergy_ZIP=-0.121, Synergy_Bliss=-5.09, Synergy_Loewe=-8.81, Synergy_HSA=-6.45. (9) Drug 1: C1=CC(=C2C(=C1NCCNCCO)C(=O)C3=C(C=CC(=C3C2=O)O)O)NCCNCCO. Drug 2: C1C(C(OC1N2C=NC3=C(N=C(N=C32)Cl)N)CO)O. Cell line: MCF7. Synergy scores: CSS=27.8, Synergy_ZIP=-2.76, Synergy_Bliss=-0.153, Synergy_Loewe=-11.8, Synergy_HSA=-1.86.